This data is from Catalyst prediction with 721,799 reactions and 888 catalyst types from USPTO. The task is: Predict which catalyst facilitates the given reaction. (1) Reactant: [NH2:1][C:2]1[N:3]=[C:4]([C:20]2[CH:21]=[C:22]([O:26][CH2:27][C@@H:28]([NH:36]P(C3C=CC=CC=3)(C3C=CC=CC=3)=O)[CH2:29][CH2:30][C:31]3[S:32][CH:33]=[CH:34][N:35]=3)[CH:23]=[N:24][CH:25]=2)[CH:5]=[C:6]2[C:11]=1[CH:10]=[N:9][C:8]1[CH:12]=[C:13]([O:18][CH3:19])[C:14]([O:16][CH3:17])=[CH:15][C:7]2=1.Cl.C(=O)([O-])[O-]. Product: [NH2:36][C@@H:28]([CH2:29][CH2:30][C:31]1[S:32][CH:33]=[CH:34][N:35]=1)[CH2:27][O:26][C:22]1[CH:21]=[C:20]([C:4]2[CH:5]=[C:6]3[C:11](=[C:2]([NH2:1])[N:3]=2)[CH:10]=[N:9][C:8]2[CH:12]=[C:13]([O:18][CH3:19])[C:14]([O:16][CH3:17])=[CH:15][C:7]3=2)[CH:25]=[N:24][CH:23]=1. The catalyst class is: 1. (2) Reactant: C(OCCO)(=O)C=C.C(C(CO)(C)C(O)=O)O.[C:18]([C:22]1[CH:27]=[C:26](C)[CH:25]=[C:24](C(C)(C)C)[C:23]=1[OH:33])(C)(C)[CH3:19].COC1C=CC(O)=CC=1.C([O-])(=O)NC(N)=O. Product: [CH2:18]([CH:22]([CH2:27][CH2:26][CH2:25][CH3:24])[CH2:23][OH:33])[CH3:19]. The catalyst class is: 196. (3) Reactant: Br[C:2]1[N:7]=[C:6]([N:8]2[C:16](=[O:17])[C:15]3[C:10](=[CH:11][CH:12]=[CH:13][CH:14]=3)[C:9]2=[O:18])[CH:5]=[CH:4][C:3]=1[CH3:19].C([Sn](CCCC)(CCCC)[C:25]1[CH:30]=[CH:29][CH:28]=[CH:27][N:26]=1)CCC.C1(C)C=CC=CC=1. Product: [CH3:19][C:3]1[C:2]([C:25]2[CH:30]=[CH:29][CH:28]=[CH:27][N:26]=2)=[N:7][C:6]([N:8]2[C:16](=[O:17])[C:15]3[C:10](=[CH:11][CH:12]=[CH:13][CH:14]=3)[C:9]2=[O:18])=[CH:5][CH:4]=1. The catalyst class is: 535.